From a dataset of Peptide-MHC class II binding affinity with 134,281 pairs from IEDB. Regression. Given a peptide amino acid sequence and an MHC pseudo amino acid sequence, predict their binding affinity value. This is MHC class II binding data. (1) The peptide sequence is ADKFLANVSTVLTGK. The MHC is DRB3_0202 with pseudo-sequence DRB3_0202. The binding affinity (normalized) is 0.868. (2) The peptide sequence is TVLFGVSRSMGIGSQ. The MHC is DRB1_1101 with pseudo-sequence DRB1_1101. The binding affinity (normalized) is 0.701.